The task is: Predict the product of the given reaction.. This data is from Forward reaction prediction with 1.9M reactions from USPTO patents (1976-2016). (1) Given the reactants [Cl:1][C:2]1[CH:3]=[C:4]([N:9]2[CH:16]([C:17]3[CH:22]=[CH:21][C:20]([Cl:23])=[CH:19][CH:18]=3)[C:15]3[C:11](=[N:12][N:13]([C:27]4[CH:32]=[CH:31][CH:30]=[CH:29][C:28]=4[O:33][CH3:34])[C:14]=3[CH:24]([CH3:26])[CH3:25])[C:10]2=[O:35])[CH:5]=[CH:6][C:7]=1[F:8].[CH3:36][Si]([N-][Si](C)(C)C)(C)C.[K+].CI, predict the reaction product. The product is: [Cl:1][C:2]1[CH:3]=[C:4]([N:9]2[C:16]([C:17]3[CH:18]=[CH:19][C:20]([Cl:23])=[CH:21][CH:22]=3)([CH3:36])[C:15]3[C:11](=[N:12][N:13]([C:27]4[CH:32]=[CH:31][CH:30]=[CH:29][C:28]=4[O:33][CH3:34])[C:14]=3[CH:24]([CH3:26])[CH3:25])[C:10]2=[O:35])[CH:5]=[CH:6][C:7]=1[F:8]. (2) Given the reactants C([O:5][C:6]([C:8]1[C:29]([F:30])=[CH:28][C:11](OCC2(F)CCN(C(OC(C)(C)C)=O)CC2)=[C:10]([CH:31]2CC2)[CH:9]=1)=[O:7])(C)(C)C.[Cl:34][C:35]1[CH:36]=[C:37]([C@@H:42]([N:44]2[CH2:49][CH2:48][CH:47]([CH2:50][O:51]C3C(C)=CC(C(OC(C)(C)C)=O)=C(F)C=3)[CH2:46][CH2:45]2)[CH3:43])[CH:38]=[C:39]([Cl:41])[CH:40]=1, predict the reaction product. The product is: [Cl:41][C:39]1[CH:38]=[C:37]([CH:42]([N:44]2[CH2:45][CH2:46][CH:47]([CH2:50][O:51][C:28]3[C:29]([F:30])=[C:8]([CH:9]=[C:10]([CH3:31])[CH:11]=3)[C:6]([OH:7])=[O:5])[CH2:48][CH2:49]2)[CH3:43])[CH:36]=[C:35]([Cl:34])[CH:40]=1.